Dataset: Catalyst prediction with 721,799 reactions and 888 catalyst types from USPTO. Task: Predict which catalyst facilitates the given reaction. Reactant: [Br:1][C:2]1[CH:3]=[C:4]([C@:7]23[CH2:15][CH2:14][O:13][CH2:12][C@H:11]2[CH2:10][O:9][NH:8]3)[S:5][CH:6]=1. Product: [NH2:8][C@@:7]1([C:4]2[S:5][CH:6]=[C:2]([Br:1])[CH:3]=2)[CH2:15][CH2:14][O:13][CH2:12][C@H:11]1[CH2:10][OH:9]. The catalyst class is: 183.